This data is from Experimentally validated miRNA-target interactions with 360,000+ pairs, plus equal number of negative samples. The task is: Binary Classification. Given a miRNA mature sequence and a target amino acid sequence, predict their likelihood of interaction. (1) The miRNA is hsa-miR-1229-3p with sequence CUCUCACCACUGCCCUCCCACAG. The protein sequence of the target gene is MKLLARALRLCEFGRQASSRRLVAGQGCVGPRRGCCAPVQVVGPRADLPPCGACITGRIMRPDDANVAGNVHGGTILKMIEEAGAIISTRHCNSQNGERCVAALARVERTDFLSPMCIGEVAHVSAEITYTSKHSVEVQVNVMSENILTGAKKLTNKATLWYVPLSLKNVDKVLEVPPVVYSRQEQEEEGRKRYEAQKLERMETKWRNGDIVQPVLNPEPNTVSYSQSSLIHLVGPSDCTLHGFVHGGVTMKLMDEVAGIVAARHCKTNIVTASVDAINFHDKIRKGCVITISGRMTFTS.... Result: 1 (interaction). (2) The miRNA is cel-miR-83-3p with sequence UAGCACCAUAUAAAUUCAGUAA. The protein sequence of the target gene is MQTIKCVVVGDGAVGKTCLLISYTTNKFPSEYVPTVFDNYAVTVMIGGEPYTLGLFDTAGQEDYDRLRPLSYPQTDVFLVCFSVVAPASFENVREKWVPEISHHCSKTPFLLVGTQVDLRDDPGMLEKLAKNKQKPVSTDVGEKLAKELKAVKYVECSALTQKGLKNVFDEAILAALDPPQQEKKKKCNIL. Result: 1 (interaction).